From a dataset of Forward reaction prediction with 1.9M reactions from USPTO patents (1976-2016). Predict the product of the given reaction. (1) Given the reactants [NH:1]1[C:11]2[C:6](=[CH:7][CH:8]=[CH:9][CH:10]=2)[C:4](=[O:5])[C:2]1=[O:3].[C:12](O)(=O)[CH3:13].[CH2:16](O)[CH3:17], predict the reaction product. The product is: [CH:17]1([CH2:12][CH2:13][N:1]2[C:11]3[C:6](=[CH:7][CH:8]=[CH:9][CH:10]=3)[C:4](=[O:5])[C:2]2=[O:3])[CH2:16][CH2:7][CH2:6][CH2:4][CH2:2]1. (2) Given the reactants Cl.Cl[C:3]1[C:12]2[C:7](=[CH:8][C:9]([CH2:13][N:14]3[CH2:19][CH2:18][NH:17][C@@H:16](C)[C:15]3=[O:21])=[CH:10][CH:11]=2)[N:6]=[CH:5][CH:4]=1.C([N:24](CC)CC)C.[Cl:29][C:30]1[CH:31]=[CH:32][C:33]2[CH:37]=[C:36]([S:38](Cl)(=[O:40])=[O:39])[S:35][C:34]=2[CH:42]=1.O, predict the reaction product. The product is: [NH2:24][C:3]1[C:12]2[C:7](=[CH:8][C:9]([CH2:13][N:14]3[CH2:19][CH2:18][N:17]([S:38]([C:36]4[S:35][C:34]5[CH:42]=[C:30]([Cl:29])[CH:31]=[CH:32][C:33]=5[CH:37]=4)(=[O:40])=[O:39])[CH2:16][C:15]3=[O:21])=[CH:10][CH:11]=2)[N:6]=[CH:5][CH:4]=1.